Dataset: Reaction yield outcomes from USPTO patents with 853,638 reactions. Task: Predict the reaction yield, written as a fraction of the theoretical maximum amount of product (1.0 means a 100% yield; for example, 0.34 means a 34% yield). (1) The reactants are Br[C:2]1[CH:7]=[CH:6][C:5]([N:8]2[C:12]([CH2:13][C@@H:14]3[CH2:18][CH2:17][N:16]([C:19]([CH:21]4[CH2:23][CH2:22]4)=[O:20])[CH2:15]3)=[N:11][NH:10][C:9]2=[O:24])=[C:4]([CH3:25])[CH:3]=1.CC1(C)C(C)(C)OB([C:34]2[CH:35]=[C:36]3[C:40](=[CH:41][CH:42]=2)[NH:39][CH:38]=[CH:37]3)O1.C([O-])([O-])=O.[K+].[K+].O1CCOCC1. The yield is 0.532. The product is [CH:21]1([C:19]([N:16]2[CH2:17][CH2:18][C@@H:14]([CH2:13][C:12]3[N:8]([C:5]4[CH:6]=[CH:7][C:2]([C:34]5[CH:35]=[C:36]6[C:40](=[CH:41][CH:42]=5)[NH:39][CH:38]=[CH:37]6)=[CH:3][C:4]=4[CH3:25])[C:9](=[O:24])[NH:10][N:11]=3)[CH2:15]2)=[O:20])[CH2:23][CH2:22]1. The catalyst is C1C=CC(P(C2C=CC=CC=2)[C-]2C=CC=C2)=CC=1.C1C=CC(P(C2C=CC=CC=2)[C-]2C=CC=C2)=CC=1.Cl[Pd]Cl.[Fe+2].O. (2) The reactants are FF.[N+:3]([CH2:5][C:6]([O:8][CH2:9][CH3:10])=[O:7])#[C-:4].[H-].[Na+].[F:13][C:14]([F:25])([F:24])/[C:15](/Cl)=[N:16]/[C:17]1[CH:22]=[CH:21][CH:20]=[CH:19][N:18]=1. The catalyst is C1COCC1. The product is [N:18]1[CH:19]=[CH:20][CH:21]=[CH:22][C:17]=1[N:16]1[C:15]([C:14]([F:13])([F:24])[F:25])=[C:5]([C:6]([O:8][CH2:9][CH3:10])=[O:7])[N:3]=[CH:4]1. The yield is 0.900. (3) The reactants are C(OC([N:8]1[CH2:12][C@@H:11]([CH2:13][C:14]([O:16]C)=[O:15])[CH2:10][C@@H:9]1[C:18]1[CH:23]=[CH:22][C:21]([C:24]2[N:28]=[C:27]([C:29]3[CH:34]=[CH:33][C:32]([CH:35]4[CH2:39][CH2:38][CH2:37][CH2:36]4)=[CH:31][CH:30]=3)[O:26][N:25]=2)=[CH:20][CH:19]=1)=O)(C)(C)C.[OH-].[Na+]. The catalyst is C(O)(C(F)(F)F)=O.C(Cl)Cl. The product is [CH:35]1([C:32]2[CH:33]=[CH:34][C:29]([C:27]3[O:26][N:25]=[C:24]([C:21]4[CH:22]=[CH:23][C:18]([C@H:9]5[CH2:10][C@H:11]([CH2:13][C:14]([OH:16])=[O:15])[CH2:12][NH:8]5)=[CH:19][CH:20]=4)[N:28]=3)=[CH:30][CH:31]=2)[CH2:36][CH2:37][CH2:38][CH2:39]1. The yield is 1.00. (4) The reactants are [C:1]([O:5][C:6](=[O:16])[NH:7][CH:8]1[CH2:12][CH2:11][N:10]([C:13](Cl)=[O:14])[CH2:9]1)([CH3:4])([CH3:3])[CH3:2].[S-:17][C:18]#[N:19].[NH4+].[NH2:21][C:22]1[C:23](Cl)=[N:24][CH:25]=[CH:26][C:27]=1[O:28][CH3:29]. The catalyst is CC(C)=O. The product is [C:1]([O:5][C:6](=[O:16])[NH:7][CH:8]1[CH2:12][CH2:11][N:10]([C:13](=[O:14])[NH:19][C:18]2[S:17][C:23]3[C:22]([N:21]=2)=[C:27]([O:28][CH3:29])[CH:26]=[CH:25][N:24]=3)[CH2:9]1)([CH3:4])([CH3:3])[CH3:2]. The yield is 0.150. (5) The reactants are [CH:1]([C:4]1[CH:13]=[C:12]2[C:7]([CH:8]=[CH:9][CH:10]=[N:11]2)=[CH:6][CH:5]=1)([CH3:3])[CH3:2].[N+:14]([O-])([O-:16])=[O:15].[K+].OS(O)(=O)=O. No catalyst specified. The product is [CH:1]([C:4]1[C:13]([N+:14]([O-:16])=[O:15])=[C:12]2[C:7]([CH:8]=[CH:9][CH:10]=[N:11]2)=[CH:6][CH:5]=1)([CH3:3])[CH3:2]. The yield is 0.390. (6) The reactants are [F:1][C:2]1[CH:7]=[CH:6][C:5]([NH:8][C:9]2[C:14]([CH3:15])=[CH:13][C:12]([CH3:16])=[CH:11][C:10]=2[CH3:17])=[C:4]([N+:18]([O-])=O)[CH:3]=1. The catalyst is [Pd].C(OCC)(=O)C. The product is [F:1][C:2]1[CH:3]=[C:4]([NH2:18])[C:5]([NH:8][C:9]2[C:10]([CH3:17])=[CH:11][C:12]([CH3:16])=[CH:13][C:14]=2[CH3:15])=[CH:6][CH:7]=1. The yield is 1.00. (7) The reactants are [NH2:1][C:2]1[CH:6]=[C:5](Cl)[S:4][C:3]=1[S:8]([NH2:11])(=[O:10])=[O:9].[F:12][C:13]1[CH:18]=[CH:17][C:16](B(O)O)=[CH:15][CH:14]=1.C([O-])([O-])=O.[Na+].[Na+]. The catalyst is O1CCOCC1.O.[Cl-].[Na+].O.C1C=CC([P]([Pd]([P](C2C=CC=CC=2)(C2C=CC=CC=2)C2C=CC=CC=2)([P](C2C=CC=CC=2)(C2C=CC=CC=2)C2C=CC=CC=2)[P](C2C=CC=CC=2)(C2C=CC=CC=2)C2C=CC=CC=2)(C2C=CC=CC=2)C2C=CC=CC=2)=CC=1. The product is [NH2:1][C:2]1[CH:6]=[C:5]([C:16]2[CH:17]=[CH:18][C:13]([F:12])=[CH:14][CH:15]=2)[S:4][C:3]=1[S:8]([NH2:11])(=[O:10])=[O:9]. The yield is 0.330. (8) The reactants are [Cl-].O[NH3+:3].[C:4](=[O:7])([O-])[OH:5].[Na+].CS(C)=O.[CH3:13][O:14][CH2:15][C:16]1[N:17]=[C:18]([CH3:44])[N:19]([CH2:38][C:39]2[S:40][CH:41]=[CH:42][CH:43]=2)[C:20](=[O:37])[C:21]=1[CH2:22][C:23]1[CH:28]=[CH:27][C:26]([C:29]2[C:30]([C:35]#[N:36])=[CH:31][CH:32]=[CH:33][CH:34]=2)=[CH:25][CH:24]=1. The catalyst is C(OCC)(=O)C. The product is [CH3:13][O:14][CH2:15][C:16]1[N:17]=[C:18]([CH3:44])[N:19]([CH2:38][C:39]2[S:40][CH:41]=[CH:42][CH:43]=2)[C:20](=[O:37])[C:21]=1[CH2:22][C:23]1[CH:24]=[CH:25][C:26]([C:29]2[CH:34]=[CH:33][CH:32]=[CH:31][C:30]=2[C:35]2[NH:3][C:4](=[O:7])[O:5][N:36]=2)=[CH:27][CH:28]=1. The yield is 0.520. (9) The reactants are [Cl:1][C:2]1[N:7]=[CH:6][C:5]([C:8]2[CH:9]=[CH:10][C:11]3[N:12]([CH:14]=[C:15]([NH:17][C:18](=[O:20])[CH3:19])[N:16]=3)[N:13]=2)=[CH:4][C:3]=1[NH:21][S:22]([C:25]1[CH:30]=[CH:29][CH:28]=[C:27]([O:31][CH:32]([F:34])[F:33])[CH:26]=1)(=[O:24])=[O:23].C1C(=O)N([I:42])C(=O)C1. The catalyst is C(Cl)Cl. The product is [Cl:1][C:2]1[N:7]=[CH:6][C:5]([C:8]2[CH:9]=[CH:10][C:11]3[N:12]([C:14]([I:42])=[C:15]([NH:17][C:18](=[O:20])[CH3:19])[N:16]=3)[N:13]=2)=[CH:4][C:3]=1[NH:21][S:22]([C:25]1[CH:30]=[CH:29][CH:28]=[C:27]([O:31][CH:32]([F:34])[F:33])[CH:26]=1)(=[O:24])=[O:23]. The yield is 0.942. (10) The reactants are [NH2:1][C:2]1[CH:7]=[C:6]([O:8][C:9]2[CH:14]=[CH:13][C:12]([NH:15][C:16]([NH:18][C:19](=[O:35])[CH2:20][C:21]3[CH:26]=[CH:25][CH:24]=[C:23]([O:27]CC4C=CC=CC=4)[CH:22]=3)=[O:17])=[CH:11][C:10]=2[F:36])[CH:5]=[CH:4][N:3]=1. The catalyst is CCOC(C)=O.CO.[Pd]. The product is [NH2:1][C:2]1[CH:7]=[C:6]([O:8][C:9]2[CH:14]=[CH:13][C:12]([NH:15][C:16]([NH:18][C:19](=[O:35])[CH2:20][C:21]3[CH:26]=[CH:25][CH:24]=[C:23]([OH:27])[CH:22]=3)=[O:17])=[CH:11][C:10]=2[F:36])[CH:5]=[CH:4][N:3]=1. The yield is 0.630.